Dataset: Forward reaction prediction with 1.9M reactions from USPTO patents (1976-2016). Task: Predict the product of the given reaction. (1) Given the reactants [Cl:1][C:2]1[CH:3]=[C:4]([NH:16][C:17](=[O:32])[C:18]#[C:19][C:20]2[CH:25]=[CH:24][C:23]([C:26]3[CH:31]=[CH:30][CH:29]=[CH:28][CH:27]=3)=[CH:22][CH:21]=2)[CH:5]=[CH:6][C:7]=1[O:8][CH2:9][CH2:10][N:11]([CH2:14][CH3:15])[CH2:12][CH3:13].N1CCCCC1.C([OH:41])C, predict the reaction product. The product is: [C:23]1([C:26]2[CH:27]=[CH:28][CH:29]=[CH:30][CH:31]=2)[CH:22]=[CH:21][C:20]([C:19](=[O:41])[CH2:18][C:17]([NH:16][C:4]2[CH:5]=[CH:6][C:7]([O:8][CH2:9][CH2:10][N:11]([CH2:12][CH3:13])[CH2:14][CH3:15])=[C:2]([Cl:1])[CH:3]=2)=[O:32])=[CH:25][CH:24]=1. (2) Given the reactants [OH:1][C:2]1[CH:14]=[CH:13][C:5]2[C:6]([CH2:9][C:10]([OH:12])=[O:11])=[CH:7][O:8][C:4]=2[CH:3]=1.S(=O)(=O)(O)O.[CH3:20]O, predict the reaction product. The product is: [OH:1][C:2]1[CH:14]=[CH:13][C:5]2[C:6]([CH2:9][C:10]([O:12][CH3:20])=[O:11])=[CH:7][O:8][C:4]=2[CH:3]=1.